Dataset: Full USPTO retrosynthesis dataset with 1.9M reactions from patents (1976-2016). Task: Predict the reactants needed to synthesize the given product. (1) Given the product [CH3:8][C:6]1[C:5]([N+:9]([O-:11])=[O:10])=[C:4]([NH2:12])[CH:3]=[C:2]([N:13]2[CH2:18][CH2:17][O:16][CH2:15][CH2:14]2)[N:7]=1, predict the reactants needed to synthesize it. The reactants are: Cl[C:2]1[N:7]=[C:6]([CH3:8])[C:5]([N+:9]([O-:11])=[O:10])=[C:4]([NH2:12])[CH:3]=1.[NH:13]1[CH2:18][CH2:17][O:16][CH2:15][CH2:14]1. (2) Given the product [Br:1][C:2]1[CH:7]=[C:6]([CH:8]2[C:17]3[C:16](=[O:18])[CH2:15][CH:14]([CH2:19][CH2:20][CH3:21])[CH2:13][C:12]=3[NH:11][C:10]([CH3:22])=[C:9]2[C:23]#[N:24])[CH:5]=[C:4]([NH:25][S:26]([CH2:29][CH2:30][CH3:31])(=[O:27])=[O:28])[C:3]=1[N:32]([CH2:33][C:34]1[CH:39]=[CH:38][CH:37]=[C:36]([O:40][CH3:41])[CH:35]=1)[C:42](=[O:44])[CH3:43], predict the reactants needed to synthesize it. The reactants are: [Br:1][C:2]1[C:3]([NH:32][CH2:33][C:34]2[CH:39]=[CH:38][CH:37]=[C:36]([O:40][CH3:41])[CH:35]=2)=[C:4]([NH:25][S:26]([CH2:29][CH2:30][CH3:31])(=[O:28])=[O:27])[CH:5]=[C:6]([CH:8]2[C:17]3[C:16](=[O:18])[CH2:15][CH:14]([CH2:19][CH2:20][CH3:21])[CH2:13][C:12]=3[NH:11][C:10]([CH3:22])=[C:9]2[C:23]#[N:24])[CH:7]=1.[C:42](OC(=O)C)(=[O:44])[CH3:43]. (3) Given the product [CH3:2][CH:3]1[CH2:8][C:7](=[O:9])[CH2:6][CH2:5][N:4]1[S:10]([C:13]1[CH:19]=[CH:18][C:16]([CH3:17])=[CH:15][CH:14]=1)(=[O:12])=[O:11], predict the reactants needed to synthesize it. The reactants are: Cl.[CH3:2][CH:3]1[CH2:8][C:7](=[O:9])[CH2:6][CH2:5][NH:4]1.[S:10](Cl)([C:13]1[CH:19]=[CH:18][C:16]([CH3:17])=[CH:15][CH:14]=1)(=[O:12])=[O:11].Cl. (4) Given the product [CH2:19]([O:21][C:22]1[CH:23]=[C:24]([CH:27]=[CH:28][C:29]=1[CH3:30])[CH2:25][N:16]1[CH2:17][CH2:18][CH:13]([NH:12][C:4]2[O:5][C:6]3[CH:7]=[N:8][CH:9]=[CH:10][C:11]=3[N:3]=2)[CH2:14][CH2:15]1)[CH3:20], predict the reactants needed to synthesize it. The reactants are: Cl.Cl.[N:3]1[C:11]2[CH:10]=[CH:9][N:8]=[CH:7][C:6]=2[O:5][C:4]=1[NH:12][CH:13]1[CH2:18][CH2:17][NH:16][CH2:15][CH2:14]1.[CH2:19]([O:21][C:22]1[CH:23]=[C:24]([CH:27]=[CH:28][C:29]=1[CH3:30])[CH:25]=O)[CH3:20].OC1C=C(C=CC=1C)C=O.C(I)C.C([O-])([O-])=O.[K+].[K+].C([BH3-])#N.[Na+].C(N(C(C)C)C(C)C)C.